From a dataset of Reaction yield outcomes from USPTO patents with 853,638 reactions. Predict the reaction yield, written as a fraction of the theoretical maximum amount of product (1.0 means a 100% yield; for example, 0.34 means a 34% yield). The reactants are [CH2:1]([S:3]([CH2:6][CH2:7][O:8][C:9]1[CH:14]=[C:13]([CH3:15])[C:12]([C:16]2[CH:21]=[CH:20][CH:19]=[C:18]([CH2:22][NH:23][C:24]3[CH:29]=[CH:28][C:27]([CH2:30][CH2:31][C:32]([O:34]C(C)(C)C)=[O:33])=[C:26]([F:39])[CH:25]=3)[CH:17]=2)=[C:11]([CH3:40])[CH:10]=1)(=[O:5])=[O:4])[CH3:2].FC(F)(F)C(O)=[O:44]. The catalyst is C1(C)C=CC=CC=1.C(OCC)(=O)C.CS(O)(=O)=O. The product is [CH3:6][S:3]([OH:4])(=[O:5])=[O:44].[CH2:1]([S:3]([CH2:6][CH2:7][O:8][C:9]1[CH:14]=[C:13]([CH3:15])[C:12]([C:16]2[CH:21]=[CH:20][CH:19]=[C:18]([CH2:22][NH:23][C:24]3[CH:29]=[CH:28][C:27]([CH2:30][CH2:31][C:32]([OH:34])=[O:33])=[C:26]([F:39])[CH:25]=3)[CH:17]=2)=[C:11]([CH3:40])[CH:10]=1)(=[O:4])=[O:5])[CH3:2]. The yield is 0.800.